Dataset: Peptide-MHC class II binding affinity with 134,281 pairs from IEDB. Task: Regression. Given a peptide amino acid sequence and an MHC pseudo amino acid sequence, predict their binding affinity value. This is MHC class II binding data. (1) The peptide sequence is EHGSDEWVAMTKGEG. The MHC is HLA-DQA10401-DQB10402 with pseudo-sequence HLA-DQA10401-DQB10402. The binding affinity (normalized) is 0.234. (2) The peptide sequence is AFILDYDNLFPKV. The binding affinity (normalized) is 0.929. The MHC is DRB3_0101 with pseudo-sequence DRB3_0101. (3) The peptide sequence is YDKFLANVSSVLTGK. The MHC is DRB1_0404 with pseudo-sequence DRB1_0404. The binding affinity (normalized) is 0.761. (4) The peptide sequence is GFKAAVAAAASVP. The MHC is DRB1_0901 with pseudo-sequence DRB1_0901. The binding affinity (normalized) is 0.839. (5) The peptide sequence is QTSKKIGDDATLS. The MHC is HLA-DQA10501-DQB10301 with pseudo-sequence HLA-DQA10501-DQB10301. The binding affinity (normalized) is 0. (6) The peptide sequence is DESWQQFRQELIPLL. The MHC is DRB4_0101 with pseudo-sequence DRB4_0103. The binding affinity (normalized) is 0.433.